Dataset: Catalyst prediction with 721,799 reactions and 888 catalyst types from USPTO. Task: Predict which catalyst facilitates the given reaction. (1) Reactant: [CH3:1][C:2]1[S:3][C:4]2[CH2:9][N:8](S(C3C=CC(C)=CC=3)(=O)=O)[CH2:7][C:5]=2[N:6]=1.C1(O)C=CC=CC=1.Br.CCOCC. Product: [CH3:1][C:2]1[S:3][C:4]2[CH2:9][NH:8][CH2:7][C:5]=2[N:6]=1. The catalyst class is: 6. (2) Reactant: [Br:1][C:2]1[CH:3]=[C:4]([C:8](=O)[CH3:9])[CH:5]=[CH:6][CH:7]=1.C([O-])(=O)C.[NH4+].C([BH3-])#[N:17].[Na+]. Product: [Br:1][C:2]1[CH:3]=[C:4]([CH:8]([NH2:17])[CH3:9])[CH:5]=[CH:6][CH:7]=1. The catalyst class is: 5. (3) Reactant: C([O:8][C:9]1[CH:14]=[CH:13][C:12]([N:15]([CH3:59])[C:16]([C:18]2[CH:19]=[C:20]([C:27]3[CH:28]=[C:29]4[C:33](=[CH:34][C:35]=3[C:36]([N:38]3[C@H:47]([CH2:48][N:49]5[CH2:54][CH2:53][O:52][CH2:51][CH2:50]5)[CH2:46][C:45]5[C:40](=[CH:41][CH:42]=[CH:43][CH:44]=5)[CH2:39]3)=[O:37])[CH2:32][N:31]([C:55](=[O:58])[CH2:56][CH3:57])[CH2:30]4)[N:21]3[C:26]=2[CH2:25][CH2:24][CH2:23][CH2:22]3)=[O:17])=[CH:11][CH:10]=1)C1C=CC=CC=1. Product: [OH:8][C:9]1[CH:10]=[CH:11][C:12]([N:15]([CH3:59])[C:16]([C:18]2[CH:19]=[C:20]([C:27]3[CH:28]=[C:29]4[C:33](=[CH:34][C:35]=3[C:36]([N:38]3[C@H:47]([CH2:48][N:49]5[CH2:50][CH2:51][O:52][CH2:53][CH2:54]5)[CH2:46][C:45]5[C:40](=[CH:41][CH:42]=[CH:43][CH:44]=5)[CH2:39]3)=[O:37])[CH2:32][N:31]([C:55](=[O:58])[CH2:56][CH3:57])[CH2:30]4)[N:21]3[C:26]=2[CH2:25][CH2:24][CH2:23][CH2:22]3)=[O:17])=[CH:13][CH:14]=1. The catalyst class is: 29. (4) Reactant: [Cl:1][C:2]1[CH:25]=[CH:24][CH:23]=[C:22]([Cl:26])[C:3]=1[CH2:4][O:5][C:6]1[CH:11]=[CH:10][C:9]([CH:12]2[O:17][CH2:16][CH2:15][N:14]([CH2:18][CH2:19][C:20]#[N:21])[CH2:13]2)=[CH:8][CH:7]=1.C([Sn](Cl)(CCCC)CCCC)CCC.[N-:41]=[N+:42]=[N-:43].[Na+].CO. Product: [Cl:26][C:22]1[CH:23]=[CH:24][CH:25]=[C:2]([Cl:1])[C:3]=1[CH2:4][O:5][C:6]1[CH:7]=[CH:8][C:9]([CH:12]2[O:17][CH2:16][CH2:15][N:14]([CH2:18][CH2:19][C:20]3[N:41]=[N:42][NH:43][N:21]=3)[CH2:13]2)=[CH:10][CH:11]=1. The catalyst class is: 113.